From a dataset of NCI-60 drug combinations with 297,098 pairs across 59 cell lines. Regression. Given two drug SMILES strings and cell line genomic features, predict the synergy score measuring deviation from expected non-interaction effect. (1) Synergy scores: CSS=2.59, Synergy_ZIP=3.46, Synergy_Bliss=9.96, Synergy_Loewe=-3.01, Synergy_HSA=-1.18. Drug 1: CC1C(C(=O)NC(C(=O)N2CCCC2C(=O)N(CC(=O)N(C(C(=O)O1)C(C)C)C)C)C(C)C)NC(=O)C3=C4C(=C(C=C3)C)OC5=C(C(=O)C(=C(C5=N4)C(=O)NC6C(OC(=O)C(N(C(=O)CN(C(=O)C7CCCN7C(=O)C(NC6=O)C(C)C)C)C)C(C)C)C)N)C. Cell line: HS 578T. Drug 2: CC1CCC2CC(C(=CC=CC=CC(CC(C(=O)C(C(C(=CC(C(=O)CC(OC(=O)C3CCCCN3C(=O)C(=O)C1(O2)O)C(C)CC4CCC(C(C4)OC)OCCO)C)C)O)OC)C)C)C)OC. (2) Drug 1: C1CN1P(=S)(N2CC2)N3CC3. Drug 2: CC1CCC2CC(C(=CC=CC=CC(CC(C(=O)C(C(C(=CC(C(=O)CC(OC(=O)C3CCCCN3C(=O)C(=O)C1(O2)O)C(C)CC4CCC(C(C4)OC)O)C)C)O)OC)C)C)C)OC. Cell line: SW-620. Synergy scores: CSS=1.23, Synergy_ZIP=-1.98, Synergy_Bliss=1.68, Synergy_Loewe=-2.32, Synergy_HSA=-0.620.